This data is from Reaction yield outcomes from USPTO patents with 853,638 reactions. The task is: Predict the reaction yield, written as a fraction of the theoretical maximum amount of product (1.0 means a 100% yield; for example, 0.34 means a 34% yield). (1) The reactants are [N:1]1[CH:6]=[CH:5][C:4](/[C:7](/[CH3:14])=[CH:8]\[C:9]([O:11][CH2:12][CH3:13])=[O:10])=[CH:3][CH:2]=1. The catalyst is [Pd].CCO. The product is [N:1]1[CH:6]=[CH:5][C:4]([CH:7]([CH3:14])[CH2:8][C:9]([O:11][CH2:12][CH3:13])=[O:10])=[CH:3][CH:2]=1. The yield is 0.714. (2) The yield is 0.500. The product is [CH2:42]([N:34]([CH2:35][C:36]1[CH:41]=[CH:40][CH:39]=[CH:38][CH:37]=1)[C:29]1[C:28]([F:49])=[C:27]([C:26](=[O:25])[CH2:1][C:2]2[CH:7]=[CH:6][N:5]=[CH:4][CH:3]=2)[C:32]([F:33])=[CH:31][CH:30]=1)[C:43]1[CH:44]=[CH:45][CH:46]=[CH:47][CH:48]=1. The reactants are [CH3:1][C:2]1[CH:7]=[CH:6][N:5]=[CH:4][CH:3]=1.C[Si](C)(C)[N-][Si](C)(C)C.[Na+].C([O:25][C:26](=O)[C:27]1[C:32]([F:33])=[CH:31][CH:30]=[C:29]([N:34]([CH2:42][C:43]2[CH:48]=[CH:47][CH:46]=[CH:45][CH:44]=2)[CH2:35][C:36]2[CH:41]=[CH:40][CH:39]=[CH:38][CH:37]=2)[C:28]=1[F:49])C1C=CC=CC=1.[Cl-].[NH4+]. The catalyst is O1CCCC1. (3) The reactants are [NH2:1][C:2]([CH2:29][C:30]1[CH:35]=[CH:34][C:33]([C:36]2[CH:41]=[CH:40][CH:39]=[CH:38][N:37]=2)=[CH:32][CH:31]=1)=[CH:3][C:4](=[O:28])[C@@H:5]([N:13]([CH2:21][C:22]1[CH:27]=[CH:26][CH:25]=[CH:24][CH:23]=1)[CH2:14][C:15]1[CH:20]=[CH:19][CH:18]=[CH:17][CH:16]=1)[CH2:6][C:7]1[CH:12]=[CH:11][CH:10]=[CH:9][CH:8]=1.CS(O)(=O)=O.O([BH-](OC(C)=O)OC(C)=O)C(C)=O.[Na+].N(CCO)(CCO)CCO.[BH4-].[Na+]. The catalyst is ClCCl.O.C(O)(C)C.CC(N(C)C)=O. The product is [NH2:1][C@@H:2]([CH2:29][C:30]1[CH:31]=[CH:32][C:33]([C:36]2[CH:41]=[CH:40][CH:39]=[CH:38][N:37]=2)=[CH:34][CH:35]=1)[CH2:3][C@H:4]([OH:28])[C@@H:5]([N:13]([CH2:21][C:22]1[CH:23]=[CH:24][CH:25]=[CH:26][CH:27]=1)[CH2:14][C:15]1[CH:20]=[CH:19][CH:18]=[CH:17][CH:16]=1)[CH2:6][C:7]1[CH:8]=[CH:9][CH:10]=[CH:11][CH:12]=1. The yield is 0.835. (4) The reactants are ClC1C=CC=C(C(OO)=[O:9])C=1.[NH2:12][C:13]1[C:20]([I:21])=[CH:19][C:16]([C:17]#[N:18])=[C:15]([S:22][CH3:23])[N:14]=1.C(OCC)(=O)C. The catalyst is ClCCl. The product is [NH2:12][C:13]1[C:20]([I:21])=[CH:19][C:16]([C:17]#[N:18])=[C:15]([S:22]([CH3:23])=[O:9])[N:14]=1. The yield is 0.750.